Dataset: HIV replication inhibition screening data with 41,000+ compounds from the AIDS Antiviral Screen. Task: Binary Classification. Given a drug SMILES string, predict its activity (active/inactive) in a high-throughput screening assay against a specified biological target. (1) The drug is COc1ccc(C(=O)C2COC(=O)C2=O)cc1OC. The result is 0 (inactive). (2) The drug is CCCCCCCc1ccc(OC2OC(CO)C(O)C(O)C2O)cc1. The result is 0 (inactive). (3) The compound is CC(=O)OCC1OC(NC(=S)Nn2c(=O)[nH]c3ccccc3c2=O)C(OC(C)=O)C(OC(C)=O)C1OC(C)=O. The result is 0 (inactive).